From a dataset of Forward reaction prediction with 1.9M reactions from USPTO patents (1976-2016). Predict the product of the given reaction. (1) Given the reactants [OH:1][NH:2][C:3]([C:5]1[CH:10]=[CH:9][CH:8]=[CH:7][N:6]=1)=[NH:4].[CH3:11][O:12][C:13]1[CH:14]=[C:15]([OH:22])[C:16](=[CH:20][CH:21]=1)[C:17](O)=O, predict the reaction product. The product is: [CH3:11][O:12][C:13]1[CH:21]=[CH:20][C:16]([C:17]2[O:1][N:2]=[C:3]([C:5]3[CH:10]=[CH:9][CH:8]=[CH:7][N:6]=3)[N:4]=2)=[C:15]([OH:22])[CH:14]=1. (2) Given the reactants [CH3:1][C:2]1[CH:3]=[CH:4][C:5](B2OC(C)(C)C(C)(C)O2)=[C:6]([NH:8]C(=O)OC(C)(C)C)[CH:7]=1.Cl[C:26]1[C:27]([C:35]#[N:36])=[N:28][CH:29]=[C:30](/[CH:32]=[CH:33]/[CH3:34])[CH:31]=1.C(=O)([O-])[O-].[Na+].[Na+], predict the reaction product. The product is: [CH3:1][C:2]1[CH:3]=[CH:4][C:5]2=[C:26]3[C:27](=[C:35]([NH2:36])[N:8]=[C:6]2[CH:7]=1)[N:28]=[CH:29][C:30](/[CH:32]=[CH:33]/[CH3:34])=[CH:31]3. (3) Given the reactants [OH:1][C:2]1[CH:13]=[CH:12][C:5]2[CH2:6][C:7](=[O:11])[NH:8][CH2:9][CH2:10][C:4]=2[CH:3]=1.[Cl:14][C:15]1[CH:16]=[C:17]([CH:20]=[CH:21][CH:22]=1)[CH2:18]Br.C(=O)([O-])[O-].[K+].[K+], predict the reaction product. The product is: [Cl:14][C:15]1[CH:16]=[C:17]([CH:20]=[CH:21][CH:22]=1)[CH2:18][O:1][C:2]1[CH:13]=[CH:12][C:5]2[CH2:6][C:7](=[O:11])[NH:8][CH2:9][CH2:10][C:4]=2[CH:3]=1. (4) Given the reactants [NH2:1][C:2]1[N:7]=[CH:6][N:5]=[C:4]2[N:8]([CH:19]([C:21]3[O:22][C:23](=[O:45])[C:24]4[C:29]([C:30]=3[C:31]3[S:32][C:33]([CH:36]5[O:40][C:39]([CH3:42])([CH3:41])[C:38]([CH3:44])([CH3:43])[O:37]5)=[CH:34][CH:35]=3)=[CH:28][CH:27]=[CH:26][CH:25]=4)[CH3:20])[N:9]=[C:10]([C:11]3[CH:16]=[C:15]([OH:17])[CH:14]=[C:13]([F:18])[CH:12]=3)[C:3]=12, predict the reaction product. The product is: [NH2:1][C:2]1[N:7]=[CH:6][N:5]=[C:4]2[N:8]([CH:19]([C:21]3[O:22][C:23](=[O:45])[C:24]4[C:29]([C:30]=3[C:31]3[S:32][C:33]([CH:36]5[O:37][C:38]([CH3:44])([CH3:43])[C:39]([CH3:42])([CH3:41])[O:40]5)=[CH:34][CH:35]=3)=[CH:28][CH:27]=[CH:26][CH:25]=4)[CH3:20])[N:9]=[C:10]([C:11]3[CH:16]=[C:15]([OH:17])[CH:14]=[C:13]([F:18])[CH:12]=3)[C:3]=12.[NH2:1][C:2]1[N:7]=[CH:6][N:5]=[C:4]2[N:8]([CH:19]([C:21]3[O:22][C:23](=[O:45])[C:24]4[C:29]([C:30]=3[C:31]3[S:32][C:33]([CH:36]=[O:37])=[CH:34][CH:35]=3)=[CH:28][CH:27]=[CH:26][CH:25]=4)[CH3:20])[N:9]=[C:10]([C:11]3[CH:16]=[C:15]([OH:17])[CH:14]=[C:13]([F:18])[CH:12]=3)[C:3]=12. (5) Given the reactants [OH:1][C:2]1[CH:7]=[C:6]([CH3:8])[C:5]([NH:9][CH:10]=[O:11])=[C:4]([CH3:12])[C:3]=1[CH3:13].[H-].[Na+].Br[CH2:17][C:18]([CH3:29])=[CH:19][C:20]1[CH:25]=[CH:24][C:23]([CH:26]([CH3:28])[CH3:27])=[CH:22][CH:21]=1.O, predict the reaction product. The product is: [CH:26]([C:23]1[CH:22]=[CH:21][C:20]([CH:19]=[C:18]([CH3:29])[CH2:17][O:1][C:2]2[CH:7]=[C:6]([CH3:8])[C:5]([NH:9][CH:10]=[O:11])=[C:4]([CH3:12])[C:3]=2[CH3:13])=[CH:25][CH:24]=1)([CH3:28])[CH3:27]. (6) Given the reactants C([O:3][CH2:4][CH3:5])=O.O.Cl.[CH2:8]([Mg]Br)[CH2:9][CH2:10][CH2:11][CH3:12], predict the reaction product. The product is: [CH3:8][CH2:9][CH2:10][CH2:11][CH2:12][CH:4]([OH:3])[CH2:5][CH2:8][CH2:9][CH2:10][CH3:11]. (7) Given the reactants [CH3:1][C@H:2]1[CH2:7][N:6]2[C:8]([C:11]3[CH:16]=[N:15][CH:14]=[CH:13][N:12]=3)=[N:9][N:10]=[C:5]2[C:4](=S)[NH:3]1.[Cl:18][C:19]1[C:28]([C:29]([F:32])([F:31])[F:30])=[CH:27][CH:26]=[CH:25][C:20]=1[C:21]([NH:23][NH2:24])=O.C1(C)C=CC(S(O)(=O)=O)=CC=1, predict the reaction product. The product is: [Cl:18][C:19]1[C:28]([C:29]([F:32])([F:31])[F:30])=[CH:27][CH:26]=[CH:25][C:20]=1[C:21]1[N:3]2[C@@H:2]([CH3:1])[CH2:7][N:6]3[C:8]([C:11]4[CH:16]=[N:15][CH:14]=[CH:13][N:12]=4)=[N:9][N:10]=[C:5]3[C:4]2=[N:24][N:23]=1.